From a dataset of Reaction yield outcomes from USPTO patents with 853,638 reactions. Predict the reaction yield, written as a fraction of the theoretical maximum amount of product (1.0 means a 100% yield; for example, 0.34 means a 34% yield). The reactants are [CH2:1]([O:3][C@@H:4]1[CH2:9][CH2:8][C@H:7]([N:10]2[CH2:15][CH2:14][CH:13]([NH:16][C:17]3[CH:22]=[C:21]([CH3:23])[CH:20]=[CH:19][C:18]=3[N+:24]([O-])=O)[CH2:12][CH2:11]2)[CH2:6][CH2:5]1)[CH3:2].O.NN. The catalyst is C(O)C.[Ni]. The product is [NH2:24][C:18]1[CH:19]=[CH:20][C:21]([CH3:23])=[CH:22][C:17]=1[NH:16][CH:13]1[CH2:12][CH2:11][N:10]([C@H:7]2[CH2:8][CH2:9][C@@H:4]([O:3][CH2:1][CH3:2])[CH2:5][CH2:6]2)[CH2:15][CH2:14]1. The yield is 1.00.